The task is: Predict the reaction yield, written as a fraction of the theoretical maximum amount of product (1.0 means a 100% yield; for example, 0.34 means a 34% yield).. This data is from Reaction yield outcomes from USPTO patents with 853,638 reactions. (1) The catalyst is ClCCl. The reactants are F[C:2]1[CH:23]=[C:22]([C:24]([F:30])([F:29])[C:25]([F:28])([F:27])[F:26])[CH:21]=[CH:20][C:3]=1[C:4]([NH:6][C:7]1[CH:19]=[CH:18][C:10]([C:11]([O:13]C(C)(C)C)=[O:12])=[CH:9][CH:8]=1)=[O:5].[F:31][C:32](F)(F)[C:33]([OH:35])=O. The yield is 0.220. The product is [F:31][C:32]1[CH:25]=[C:24]([F:29])[CH:22]=[CH:21][C:33]=1[O:35][C:2]1[CH:23]=[C:22]([C:24]([F:29])([F:30])[C:25]([F:27])([F:28])[F:26])[CH:21]=[CH:20][C:3]=1[C:4]([NH:6][C:7]1[CH:19]=[CH:18][C:10]([C:11]([OH:13])=[O:12])=[CH:9][CH:8]=1)=[O:5]. (2) The yield is 0.500. The reactants are C(O[Li])(C)=O.[C:6]1([S:12]([O:15][C:16]2[C:25]([Br:26])=[C:24]3[C:19]([CH:20]=[CH:21][C:22]([CH:27]=[O:28])=[N:23]3)=[CH:18][CH:17]=2)(=[O:14])=[O:13])[CH:11]=[CH:10][CH:9]=[CH:8][CH:7]=1.[Si]([CH2:33][C:34]#[N:35])(C)(C)C. The catalyst is CN(C=O)C. The product is [C:6]1([S:12]([O:15][C:16]2[C:25]([Br:26])=[C:24]3[C:19]([CH:20]=[CH:21][C:22]([CH:27]([OH:28])[CH2:33][C:34]#[N:35])=[N:23]3)=[CH:18][CH:17]=2)(=[O:14])=[O:13])[CH:7]=[CH:8][CH:9]=[CH:10][CH:11]=1. (3) The reactants are [CH:1]([O:8][CH2:9][CH3:10])([O:5][CH2:6][CH3:7])OCC.[Br:11][C:12]1[CH:19]=[CH:18][C:17]([Cl:20])=[CH:16][C:13]=1C=O. The catalyst is CCCCCCC. The product is [Br:11][C:12]1[CH:19]=[CH:18][C:17]([Cl:20])=[CH:16][C:13]=1[CH:1]([O:5][CH2:6][CH3:7])[O:8][CH2:9][CH3:10]. The yield is 0.840. (4) The reactants are [CH:1]([N:4]1[CH2:9][CH2:8][N:7]([C:10]2[S:11][C:12]3[CH:18]=[C:17]([C:19](O)=[O:20])[CH:16]=[CH:15][C:13]=3[N:14]=2)[CH2:6][CH2:5]1)([CH3:3])[CH3:2].[CH:22]1[CH:23]=[CH:24]C2N(O)N=[N:28][C:26]=2[CH:27]=1.CCN=C=NCCCN(C)C.C(N(CC)CC)C.N1CCCCC1. The catalyst is C1COCC1. The product is [CH:1]([N:4]1[CH2:5][CH2:6][N:7]([C:10]2[S:11][C:12]3[CH:18]=[C:17]([C:19]([N:28]4[CH2:24][CH2:23][CH2:22][CH2:27][CH2:26]4)=[O:20])[CH:16]=[CH:15][C:13]=3[N:14]=2)[CH2:8][CH2:9]1)([CH3:3])[CH3:2]. The yield is 0.210. (5) The reactants are [NH2:1][C:2]1[CH:3]=[C:4]([CH:22]=[CH:23][CH:24]=1)[C:5]([NH:7][CH2:8][C@H:9]([OH:21])[CH2:10][N:11]1[CH2:20][CH2:19][C:18]2[C:13](=[CH:14][CH:15]=[CH:16][CH:17]=2)[CH2:12]1)=[O:6].CC(O)=O.[O:29]1[CH2:34][CH2:33][C:32](=O)[CH2:31][CH2:30]1.[BH3-]C#N.[Na+]. The catalyst is CO. The product is [CH2:12]1[C:13]2[C:18](=[CH:17][CH:16]=[CH:15][CH:14]=2)[CH2:19][CH2:20][N:11]1[CH2:10][C@@H:9]([OH:21])[CH2:8][NH:7][C:5](=[O:6])[C:4]1[CH:22]=[CH:23][CH:24]=[C:2]([NH:1][CH:32]2[CH2:33][CH2:34][O:29][CH2:30][CH2:31]2)[CH:3]=1. The yield is 0.318. (6) The product is [Br:26][C:25]1[C:20]2[N:21]([N:7]=[C:18]([NH2:17])[N:19]=2)[CH:22]=[CH:23][CH:24]=1. The reactants are Cl.NO.C([N:7](CC)C(C)C)(C)C.C(OC(=O)[NH:17][C:18](=S)[NH:19][C:20]1[C:25]([Br:26])=[CH:24][CH:23]=[CH:22][N:21]=1)C. The catalyst is CO.C(O)C. The yield is 0.400. (7) The reactants are [Br:1][C:2]1[CH:3]=[C:4]([NH:10][C:11]2[CH:20]=[CH:19][C:18]3[CH2:17][NH:16][CH2:15][CH2:14][C:13]=3[N:12]=2)[C:5](=[O:9])[N:6]([CH3:8])[CH:7]=1.C=O.[BH-](OC(C)=O)(OC(C)=O)O[C:25](C)=O.[Na+].C(O)(=O)C.[OH-].[Na+]. The catalyst is CO. The product is [Br:1][C:2]1[CH:3]=[C:4]([NH:10][C:11]2[CH:20]=[CH:19][C:18]3[CH2:17][N:16]([CH3:25])[CH2:15][CH2:14][C:13]=3[N:12]=2)[C:5](=[O:9])[N:6]([CH3:8])[CH:7]=1. The yield is 0.770.